The task is: Predict the reaction yield, written as a fraction of the theoretical maximum amount of product (1.0 means a 100% yield; for example, 0.34 means a 34% yield).. This data is from Reaction yield outcomes from USPTO patents with 853,638 reactions. The reactants are [N:1]([CH2:4][C:5]1[CH:10]=[CH:9][C:8]([C:11]2[CH:16]=[CH:15][CH:14]=[CH:13][CH:12]=2)=[C:7]([O:17]C)[CH:6]=1)=[N+]=[N-].O.C1C=CC(P(C2C=CC=CC=2)C2C=CC=CC=2)=CC=1.[N-]=[N+]=[N-]. The catalyst is C1COCC1. The product is [NH2:1][CH2:4][C:5]1[CH:6]=[C:7]([OH:17])[C:8]([C:11]2[CH:16]=[CH:15][CH:14]=[CH:13][CH:12]=2)=[CH:9][CH:10]=1. The yield is 1.00.